This data is from Reaction yield outcomes from USPTO patents with 853,638 reactions. The task is: Predict the reaction yield, written as a fraction of the theoretical maximum amount of product (1.0 means a 100% yield; for example, 0.34 means a 34% yield). (1) The reactants are [Cl:1][C:2]1[CH:7]=[CH:6][C:5]([OH:8])=[CH:4][N:3]=1.[CH3:9][N:10]1[CH2:15][CH2:14][N:13]([C:16]2[CH:17]=[C:18](B(O)O)[CH:19]=[CH:20][CH:21]=2)[CH2:12][CH2:11]1.C(N(CC)CC)C. The catalyst is ClCCl.C([O-])(=O)C.[Cu+2].C([O-])(=O)C. The product is [Cl:1][C:2]1[N:3]=[CH:4][C:5]([O:8][C:20]2[CH:21]=[C:16]([N:13]3[CH2:14][CH2:15][N:10]([CH3:9])[CH2:11][CH2:12]3)[CH:17]=[CH:18][CH:19]=2)=[CH:6][CH:7]=1. The yield is 0.510. (2) The reactants are Br[C:2]1[N:3]=[C:4]([S:11]([CH2:14][C:15]2[CH:20]=[CH:19][C:18]([Cl:21])=[CH:17][CH:16]=2)(=[O:13])=[O:12])[C:5](=[O:10])[N:6]([CH2:8][CH3:9])[CH:7]=1.[C:22]1(B(O)O)[CH:27]=[CH:26][CH:25]=[CH:24][CH:23]=1.C(=O)([O-])[O-].[Cs+].[Cs+].O. The catalyst is C1(C)C=CC=CC=1. The product is [Cl:21][C:18]1[CH:19]=[CH:20][C:15]([CH2:14][S:11]([C:4]2[C:5](=[O:10])[N:6]([CH2:8][CH3:9])[CH:7]=[C:2]([C:22]3[CH:27]=[CH:26][CH:25]=[CH:24][CH:23]=3)[N:3]=2)(=[O:13])=[O:12])=[CH:16][CH:17]=1. The yield is 0.260. (3) The product is [CH3:1][C:2]1[CH:3]=[N:4][N:5]([CH2:7][C:8]2[CH:13]=[CH:12][C:11]([CH:14]=[O:15])=[CH:10][CH:9]=2)[CH:6]=1. The reactants are [CH3:1][C:2]1[CH:3]=[N:4][N:5]([CH2:7][C:8]2[CH:13]=[CH:12][C:11]([CH2:14][OH:15])=[CH:10][CH:9]=2)[CH:6]=1. The yield is 0.770. The catalyst is C(Cl)Cl.[O-2].[Mn+4].[O-2]. (4) The reactants are C(O)(=O)C(C)(C)C.C(=O)([O-])[O-].[K+].[K+].Br[C:15]1[CH:33]=[CH:32][C:31]([Cl:34])=[CH:30][C:16]=1[CH2:17][O:18][C:19]1[CH:28]=[CH:27][CH:26]=[C:25]2[C:20]=1[CH2:21][CH2:22][CH2:23][C:24]2=[O:29]. The catalyst is CC(N(C)C)=O.C([O-])(=O)C(C)(C)C.[Pd+2].C([O-])(=O)C(C)(C)C.FC1C=CC(P(C2C=CC(F)=CC=2)C2C=CC(F)=CC=2)=CC=1. The product is [Cl:34][C:31]1[CH:32]=[CH:33][C:15]2[C:28]3[C:19](=[C:20]4[CH2:21][CH2:22][CH2:23][C:24](=[O:29])[C:25]4=[CH:26][CH:27]=3)[O:18][CH2:17][C:16]=2[CH:30]=1. The yield is 0.970. (5) The reactants are [CH2:1]([NH:4][C:5](=[O:10])[C:6]([Br:9])([F:8])[F:7])[CH:2]=[CH2:3].[C:11](O[C:11]([O:13][C:14]([CH3:17])([CH3:16])[CH3:15])=[O:12])([O:13][C:14]([CH3:17])([CH3:16])[CH3:15])=[O:12]. The catalyst is C(#N)C.CN(CC1C=CN=CC=1)C. The product is [CH2:1]([N:4]([C:5](=[O:10])[C:6]([Br:9])([F:8])[F:7])[C:11](=[O:12])[O:13][C:14]([CH3:17])([CH3:16])[CH3:15])[CH:2]=[CH2:3]. The yield is 0.930. (6) The reactants are [CH:1]([C:4]1[C:5]([O:33][CH2:34][O:35][CH3:36])=[CH:6][C:7]([O:29][CH2:30][O:31][CH3:32])=[C:8]([C:10]2[N:11]([C:16]3[CH:21]=[CH:20][C:19]([CH2:22][N:23]4[CH2:28][CH2:27][O:26][CH2:25][CH2:24]4)=[CH:18][CH:17]=3)[C:12](=[S:15])[NH:13][N:14]=2)[CH:9]=1)([CH3:3])[CH3:2].[C:37](=O)([O-])[O-].[K+].[K+].CI. The catalyst is C(O)C. The yield is 0.391. The product is [CH:1]([C:4]1[C:5]([O:33][CH2:34][O:35][CH3:36])=[CH:6][C:7]([O:29][CH2:30][O:31][CH3:32])=[C:8]([C:10]2[N:11]([C:16]3[CH:17]=[CH:18][C:19]([CH2:22][N:23]4[CH2:28][CH2:27][O:26][CH2:25][CH2:24]4)=[CH:20][CH:21]=3)[C:12]([S:15][CH3:37])=[N:13][N:14]=2)[CH:9]=1)([CH3:3])[CH3:2]. (7) The reactants are [S:1]1[CH:5]=[CH:4][C:3]([CH2:6][NH:7][C:8]2[CH:9]=[C:10]([CH:13]=[CH:14][CH:15]=2)[C:11]#[N:12])=[CH:2]1.[C:16](Cl)(=[O:19])[CH2:17][CH3:18]. No catalyst specified. The product is [C:11]([C:10]1[CH:9]=[C:8]([N:7]([CH2:6][C:3]2[CH:4]=[CH:5][S:1][CH:2]=2)[C:16](=[O:19])[CH2:17][CH3:18])[CH:15]=[CH:14][CH:13]=1)#[N:12]. The yield is 0.830. (8) The reactants are [OH:1][C@@H:2]1[CH2:7][CH2:6][C@H:5]([N:8]2[C:13](=[O:14])[C:12]([CH2:15][C:16]3[CH:21]=[CH:20][C:19]([C:22]4[C:23]([C:28]#[N:29])=[CH:24][CH:25]=[CH:26][CH:27]=4)=[CH:18][CH:17]=3)=[C:11]([CH2:30][CH2:31][CH3:32])[N:10]3[N:33]=[CH:34][N:35]=[C:9]23)[CH2:4][CH2:3]1.[CH3:36][O:37][C:38]1[CH:43]=[CH:42][C:41](O)=[CH:40][CH:39]=1.C1(P(C2C=CC=CC=2)C2C=CC=CC=2)C=CC=CC=1.[N:65]([C:66]([O:68]C(C)C)=[O:67])=[N:65][C:66]([O:68]C(C)C)=[O:67].Cl.[Cl-].O[NH3+].C(=O)([O-])O.[Na+]. The catalyst is O1CCCC1.O.C(OCC)(=O)C.CS(C)=O. The product is [CH3:36][O:37][C:38]1[CH:43]=[CH:42][C:41]([O:1][C@H:2]2[CH2:7][CH2:6][C@H:5]([N:8]3[C:13](=[O:14])[C:12]([CH2:15][C:16]4[CH:21]=[CH:20][C:19]([C:22]5[CH:27]=[CH:26][CH:25]=[CH:24][C:23]=5[C:28]5[NH:65][C:66](=[O:67])[O:68][N:29]=5)=[CH:18][CH:17]=4)=[C:11]([CH2:30][CH2:31][CH3:32])[N:10]4[N:33]=[CH:34][N:35]=[C:9]34)[CH2:4][CH2:3]2)=[CH:40][CH:39]=1. The yield is 0.390.